From a dataset of Tyrosyl-DNA phosphodiesterase HTS with 341,365 compounds. Binary Classification. Given a drug SMILES string, predict its activity (active/inactive) in a high-throughput screening assay against a specified biological target. (1) The molecule is O(c1c(OC)cc(NC(=O)c2nn3c(c2)cccc3)cc1OC)C. The result is 0 (inactive). (2) The result is 0 (inactive). The molecule is O=C1C(C2C=3C(n4n(C(C13)C)c(=O)n(c4=O)c1ccccc1)CC(CC2C(OC)=O)C(OC)=O)(CC)CC. (3) The compound is O=C1c2c(CC\C1=C/c1ccc(cc1)C(O)=O)c(cc(c2)C)C. The result is 0 (inactive). (4) The drug is O(c1cc(NC(=O)c2occc2)ccc1)C(=O)c1occc1. The result is 0 (inactive). (5) The result is 0 (inactive). The compound is Clc1ccc(C(CC[NH+](C)C)c2ncccc2)cc1. (6) The result is 0 (inactive). The compound is s1c(C(=O)CCC(=O)Nc2c(F)c(F)c(F)cc2)ccc1.